From a dataset of NCI-60 drug combinations with 297,098 pairs across 59 cell lines. Regression. Given two drug SMILES strings and cell line genomic features, predict the synergy score measuring deviation from expected non-interaction effect. (1) Cell line: EKVX. Synergy scores: CSS=47.9, Synergy_ZIP=1.17, Synergy_Bliss=-1.10, Synergy_Loewe=-54.1, Synergy_HSA=-2.37. Drug 1: C(=O)(N)NO. Drug 2: B(C(CC(C)C)NC(=O)C(CC1=CC=CC=C1)NC(=O)C2=NC=CN=C2)(O)O. (2) Drug 1: C1=CC=C(C=C1)NC(=O)CCCCCCC(=O)NO. Drug 2: CCC1(CC2CC(C3=C(CCN(C2)C1)C4=CC=CC=C4N3)(C5=C(C=C6C(=C5)C78CCN9C7C(C=CC9)(C(C(C8N6C)(C(=O)OC)O)OC(=O)C)CC)OC)C(=O)OC)O.OS(=O)(=O)O. Cell line: SK-MEL-28. Synergy scores: CSS=3.76, Synergy_ZIP=1.81, Synergy_Bliss=2.32, Synergy_Loewe=1.32, Synergy_HSA=0.0353. (3) Drug 1: COC1=CC(=CC(=C1O)OC)C2C3C(COC3=O)C(C4=CC5=C(C=C24)OCO5)OC6C(C(C7C(O6)COC(O7)C8=CC=CS8)O)O. Drug 2: C1C(C(OC1N2C=NC3=C2NC=NCC3O)CO)O. Cell line: SF-268. Synergy scores: CSS=20.3, Synergy_ZIP=1.80, Synergy_Bliss=3.53, Synergy_Loewe=-26.9, Synergy_HSA=3.50. (4) Drug 1: C1=CC(=CC=C1C#N)C(C2=CC=C(C=C2)C#N)N3C=NC=N3. Drug 2: C1=CN(C(=O)N=C1N)C2C(C(C(O2)CO)O)O.Cl. Cell line: HT29. Synergy scores: CSS=5.25, Synergy_ZIP=0.287, Synergy_Bliss=7.45, Synergy_Loewe=-0.0414, Synergy_HSA=0.399. (5) Drug 1: CN1CCC(CC1)COC2=C(C=C3C(=C2)N=CN=C3NC4=C(C=C(C=C4)Br)F)OC. Drug 2: C1=NNC2=C1C(=O)NC=N2. Cell line: SK-MEL-28. Synergy scores: CSS=-1.52, Synergy_ZIP=2.48, Synergy_Bliss=7.19, Synergy_Loewe=-2.08, Synergy_HSA=1.87. (6) Drug 1: CC1OCC2C(O1)C(C(C(O2)OC3C4COC(=O)C4C(C5=CC6=C(C=C35)OCO6)C7=CC(=C(C(=C7)OC)O)OC)O)O. Drug 2: CC1CCC2CC(C(=CC=CC=CC(CC(C(=O)C(C(C(=CC(C(=O)CC(OC(=O)C3CCCCN3C(=O)C(=O)C1(O2)O)C(C)CC4CCC(C(C4)OC)O)C)C)O)OC)C)C)C)OC. Cell line: M14. Synergy scores: CSS=31.5, Synergy_ZIP=-8.30, Synergy_Bliss=-1.58, Synergy_Loewe=-0.407, Synergy_HSA=-0.0893. (7) Cell line: IGROV1. Drug 2: COCCOC1=C(C=C2C(=C1)C(=NC=N2)NC3=CC=CC(=C3)C#C)OCCOC.Cl. Drug 1: CC1=C(C(=CC=C1)Cl)NC(=O)C2=CN=C(S2)NC3=CC(=NC(=N3)C)N4CCN(CC4)CCO. Synergy scores: CSS=50.1, Synergy_ZIP=17.5, Synergy_Bliss=17.5, Synergy_Loewe=9.69, Synergy_HSA=20.5. (8) Drug 1: CCCCC(=O)OCC(=O)C1(CC(C2=C(C1)C(=C3C(=C2O)C(=O)C4=C(C3=O)C=CC=C4OC)O)OC5CC(C(C(O5)C)O)NC(=O)C(F)(F)F)O. Drug 2: CN(C(=O)NC(C=O)C(C(C(CO)O)O)O)N=O. Cell line: OVCAR-8. Synergy scores: CSS=45.5, Synergy_ZIP=-0.353, Synergy_Bliss=-0.345, Synergy_Loewe=-17.9, Synergy_HSA=-0.0502. (9) Drug 1: CC12CCC3C(C1CCC2=O)CC(=C)C4=CC(=O)C=CC34C. Drug 2: CC1=C2C(C(=O)C3(C(CC4C(C3C(C(C2(C)C)(CC1OC(=O)C(C(C5=CC=CC=C5)NC(=O)OC(C)(C)C)O)O)OC(=O)C6=CC=CC=C6)(CO4)OC(=O)C)O)C)O. Cell line: LOX IMVI. Synergy scores: CSS=46.1, Synergy_ZIP=-1.77, Synergy_Bliss=-0.289, Synergy_Loewe=-10.1, Synergy_HSA=2.29.